From a dataset of Experimental lipophilicity measurements (octanol/water distribution) for 4,200 compounds from AstraZeneca. Regression/Classification. Given a drug SMILES string, predict its absorption, distribution, metabolism, or excretion properties. Task type varies by dataset: regression for continuous measurements (e.g., permeability, clearance, half-life) or binary classification for categorical outcomes (e.g., BBB penetration, CYP inhibition). For this dataset (lipophilicity_astrazeneca), we predict Y. (1) The Y is 2.30 logD. The drug is NC(=O)c1cc(O)cc2nc(-c3ccc(O)cc3)oc12. (2) The drug is O=C(NCCc1ccccc1)c1cc(-n2ncc(=O)[nH]c2=O)ccc1Cl. The Y is 0.740 logD. (3) The molecule is C[C@](N)(Cc1ccccc1)c1ccccc1. The Y is 1.70 logD. (4) The molecule is Cc1c(Sc2ccc(Cl)cc2)c2c(Cl)cccc2n1CC(=O)O. The Y is 2.15 logD. (5) The molecule is COc1cc(F)ccc1-c1cccc(CNC2CCCC2)c1. The Y is 2.29 logD. (6) The compound is CS(=O)(=O)Cc1cc(N2CCOCC2)nc(-c2cccc(CO)c2)n1. The Y is 1.00 logD. (7) The molecule is CN(C)C(=O)N[C@H]1CC[C@@H](CCN2[C@H]3CC[C@@H]2C[C@H](Oc2cccc(C(N)=O)c2)C3)CC1. The Y is 0.220 logD. (8) The drug is CCC(CCNC)Oc1cc(Cl)ccc1C#N. The Y is 0.380 logD. (9) The drug is CN(CCOc1ccccc1-c1cc(C(N)=O)c(NC(N)=O)s1)Cc1ccccc1. The Y is 3.46 logD.